This data is from Forward reaction prediction with 1.9M reactions from USPTO patents (1976-2016). The task is: Predict the product of the given reaction. (1) Given the reactants C([O:3][C:4]([C:6]1[C:7]([C:12]2[CH:17]=[CH:16][CH:15]=[C:14]([F:18])[CH:13]=2)=[N:8][O:9][C:10]=1[CH3:11])=O)C.[H-].[Al+3].[Li+].[H-].[H-].[H-].O.[OH-].[Na+], predict the reaction product. The product is: [F:18][C:14]1[CH:13]=[C:12]([C:7]2[C:6]([CH2:4][OH:3])=[C:10]([CH3:11])[O:9][N:8]=2)[CH:17]=[CH:16][CH:15]=1. (2) The product is: [NH2:24][CH2:25][CH2:26][NH:27][C:11]([NH:12][C:13]1[CH:18]=[C:17]([Cl:19])[CH:16]=[CH:15][C:14]=1[O:20][CH2:21][C:22]([N:24]1[CH2:29][C@H:28]([CH3:30])[N:27]([CH2:31][C:32]2[CH:33]=[CH:34][C:35]([F:38])=[CH:36][CH:37]=2)[CH2:26][C@H:25]1[CH3:39])=[O:23])=[O:40]. Given the reactants [N+](C1C=CC(O[C:11](=[O:40])[NH:12][C:13]2[CH:18]=[C:17]([Cl:19])[CH:16]=[CH:15][C:14]=2[O:20][CH2:21][C:22]([N:24]2[CH2:29][C@H:28]([CH3:30])[N:27]([CH2:31][C:32]3[CH:37]=[CH:36][C:35]([F:38])=[CH:34][CH:33]=3)[CH2:26][C@H:25]2[CH3:39])=[O:23])=CC=1)([O-])=O, predict the reaction product. (3) Given the reactants [C:1](Cl)(=O)[C:2]([Cl:4])=[O:3].[N:7]1([C:12]2[N:16]([CH2:17][C:18]3[CH:26]=[CH:25]C(C(O)=O)=[CH:20][CH:19]=3)[C:15]3[CH:27]=[CH:28][CH:29]=[CH:30][C:14]=3[N:13]=2)[CH2:11][CH2:10][CH2:9][CH2:8]1, predict the reaction product. The product is: [N:7]1([C:12]2[N:16]([CH2:17][C:18]3[CH:19]=[CH:20][C:1]([C:2]([Cl:4])=[O:3])=[CH:25][CH:26]=3)[C:15]3[CH:27]=[CH:28][CH:29]=[CH:30][C:14]=3[N:13]=2)[CH2:11][CH2:10][CH2:9][CH2:8]1. (4) Given the reactants C(OC([NH:8][CH2:9][CH2:10][NH:11][C:12]1[C:17]([C@H:18]2[CH2:22][CH2:21][CH2:20][N:19]2[C:23]2[CH:28]=[CH:27][N:26]3[N:29]=[CH:30][C:31]([C:32]([OH:34])=[O:33])=[C:25]3[N:24]=2)=[CH:16][C:15]([F:35])=[CH:14][N:13]=1)=O)(C)(C)C.[ClH:36], predict the reaction product. The product is: [ClH:36].[NH2:8][CH2:9][CH2:10][NH:11][C:12]1[C:17]([C@H:18]2[CH2:22][CH2:21][CH2:20][N:19]2[C:23]2[CH:28]=[CH:27][N:26]3[N:29]=[CH:30][C:31]([C:32]([OH:34])=[O:33])=[C:25]3[N:24]=2)=[CH:16][C:15]([F:35])=[CH:14][N:13]=1. (5) Given the reactants C(NC(C)C)(C)C.C([Li])CCC.CCCCCC.[C:19]([O:22][C:23]([CH3:26])([CH3:25])[CH3:24])(=[O:21])[CH3:20].[CH:27]([C:29]1[CH:38]=[CH:37][C:32]([C:33]([O:35][CH3:36])=[O:34])=[CH:31][CH:30]=1)=[O:28].C(O)(=O)C, predict the reaction product. The product is: [C:23]([O:22][C:19]([CH2:20][CH:27]([C:29]1[CH:38]=[CH:37][C:32]([C:33]([O:35][CH3:36])=[O:34])=[CH:31][CH:30]=1)[OH:28])=[O:21])([CH3:26])([CH3:25])[CH3:24].